Predict the reactants needed to synthesize the given product. From a dataset of Full USPTO retrosynthesis dataset with 1.9M reactions from patents (1976-2016). (1) Given the product [CH:14]1[C:10]2[C:11](=[O:13])[O:12][C:2]3[CH:7]=[CH:6][CH:5]=[CH:4][C:3]=3[S:8][C:9]=2[CH:17]=[CH:16][CH:15]=1, predict the reactants needed to synthesize it. The reactants are: O[C:2]1[CH:7]=[CH:6][CH:5]=[CH:4][C:3]=1[S:8][C:9]1[CH:17]=[CH:16][CH:15]=[CH:14][C:10]=1[C:11]([OH:13])=[O:12]. (2) Given the product [Cl:1][C:5]1[CH:6]=[C:7]([CH:10]=[CH:11][C:4]=1[OH:3])[CH:8]=[O:9], predict the reactants needed to synthesize it. The reactants are: [Cl:1]Cl.[OH:3][C:4]1[CH:11]=[CH:10][C:7]([CH:8]=[O:9])=[CH:6][CH:5]=1. (3) Given the product [Cl:1][C:2]1[CH:7]=[CH:6][C:5]([C:8]2[N:23]([CH2:21][CH3:22])[C:19]([OH:20])=[N:10][C:9]=2[C:12]2[CH:17]=[CH:16][N:15]=[CH:14][CH:13]=2)=[CH:4][CH:3]=1, predict the reactants needed to synthesize it. The reactants are: [Cl:1][C:2]1[CH:7]=[CH:6][C:5]([C:8](=O)[C:9]([C:12]2[CH:17]=[CH:16][N:15]=[CH:14][CH:13]=2)=[N:10]O)=[CH:4][CH:3]=1.[CH2:19]=[O:20].[CH2:21]([NH2:23])[CH3:22].N. (4) Given the product [CH2:29]([N:26]1[C:21]2=[N:22][C:23]([CH2:24][CH3:25])=[C:18]([CH2:17][NH:16][C:14](=[O:15])[C:13]3[CH:38]=[CH:39][CH:40]=[CH:41][C:12]=3[NH:11][C:9](=[O:10])[CH2:8][CH2:7][CH2:6][CH2:5][CH2:4][CH2:3][CH2:2][N:43]([CH2:44][CH2:45][OH:46])[CH3:42])[C:19]([NH:31][CH:32]3[CH2:33][CH2:34][O:35][CH2:36][CH2:37]3)=[C:20]2[CH:28]=[N:27]1)[CH3:30], predict the reactants needed to synthesize it. The reactants are: Br[CH2:2][CH2:3][CH2:4][CH2:5][CH2:6][CH2:7][CH2:8][C:9]([NH:11][C:12]1[CH:41]=[CH:40][CH:39]=[CH:38][C:13]=1[C:14]([NH:16][CH2:17][C:18]1[C:19]([NH:31][CH:32]2[CH2:37][CH2:36][O:35][CH2:34][CH2:33]2)=[C:20]2[CH:28]=[N:27][N:26]([CH2:29][CH3:30])[C:21]2=[N:22][C:23]=1[CH2:24][CH3:25])=[O:15])=[O:10].[CH3:42][NH:43][CH2:44][CH2:45][OH:46].C(N(CC)C(C)C)(C)C. (5) Given the product [C:12]([O:11][C:9](=[O:10])[N:36]([C:34](=[O:35])[CH3:33])[C@H:37]([C:39]1[CH:40]=[CH:41][CH:42]=[CH:43][CH:44]=1)[CH3:38])([CH3:13])([CH3:14])[CH3:15], predict the reactants needed to synthesize it. The reactants are: [CH3:13][C:12]([O:11][C:9](O[C:9]([O:11][C:12]([CH3:15])([CH3:14])[CH3:13])=[O:10])=[O:10])([CH3:15])[CH3:14].C(N1C2CCSCC=2C(/C=[CH:33]/[C:34]([NH:36][C@H:37]([C:39]2[CH:44]=[CH:43][CH:42]=[CH:41][CH:40]=2)[CH3:38])=[O:35])=N1)C1C=CC=CC=1. (6) The reactants are: C[Al](C)C.[C:5]1([C:11]2[N:12]=[C:13]3[N:18]=[C:17]([NH2:19])[CH:16]=[CH:15][N:14]3[CH:20]=2)[CH:10]=[CH:9][CH:8]=[CH:7][CH:6]=1.C([O:23][C:24]([C:26]1[C:27]([NH:32][C:33]2[CH:34]=[N:35][CH:36]=[N:37][CH:38]=2)=[N:28][N:29]([CH3:31])[CH:30]=1)=O)C.[O-]S([O-])(=O)=O.[Mg+2]. Given the product [C:5]1([C:11]2[N:12]=[C:13]3[N:18]=[C:17]([NH:19][C:24]([C:26]4[C:27]([NH:32][C:33]5[CH:38]=[N:37][CH:36]=[N:35][CH:34]=5)=[N:28][N:29]([CH3:31])[CH:30]=4)=[O:23])[CH:16]=[CH:15][N:14]3[CH:20]=2)[CH:6]=[CH:7][CH:8]=[CH:9][CH:10]=1, predict the reactants needed to synthesize it.